This data is from Forward reaction prediction with 1.9M reactions from USPTO patents (1976-2016). The task is: Predict the product of the given reaction. Given the reactants [O:1]1[C:5]2[CH:6]=[CH:7][CH:8]=[CH:9][C:4]=2[N:3]=[C:2]1[C:10]1[CH:11]=[CH:12][C:13]([NH:17][CH:18]2[CH2:23][CH2:22][O:21][CH2:20][CH2:19]2)=[C:14]([CH:16]=1)[NH2:15].[CH3:24][S:25][CH2:26][CH2:27][C:28](Cl)=O.C(N(CC)CC)C.CS(O)(=O)=O.[OH-].[Na+], predict the reaction product. The product is: [O:1]1[C:5]2[CH:6]=[CH:7][CH:8]=[CH:9][C:4]=2[N:3]=[C:2]1[C:10]1[CH:11]=[CH:12][C:13]2[N:17]([CH:18]3[CH2:23][CH2:22][O:21][CH2:20][CH2:19]3)[C:28]([CH2:27][CH2:26][S:25][CH3:24])=[N:15][C:14]=2[CH:16]=1.